This data is from Full USPTO retrosynthesis dataset with 1.9M reactions from patents (1976-2016). The task is: Predict the reactants needed to synthesize the given product. (1) Given the product [F:22][C:21]([F:24])([F:23])[C:42]([OH:45])=[O:43].[Cl:1][C:2]1[CH:7]=[CH:6][C:5]([NH:8][C:9]2[NH:10][C:11]([C:14]3[CH:15]=[CH:16][C:17]([O:20][C:36]4[CH:37]=[N:38][CH:39]=[CH:40][CH:41]=4)=[CH:18][CH:19]=3)=[N:12][N:13]=2)=[CH:4][C:3]=1[C:21]([F:22])([F:23])[F:24], predict the reactants needed to synthesize it. The reactants are: [Cl:1][C:2]1[CH:7]=[CH:6][C:5]([NH:8][C:9]2[NH:10][C:11]([C:14]3[CH:19]=[CH:18][C:17]([OH:20])=[CH:16][CH:15]=3)=[N:12][N:13]=2)=[CH:4][C:3]=1[C:21]([F:24])([F:23])[F:22].C[Si]([N-][Si](C)(C)C)(C)C.[K+].Br[C:36]1[CH:37]=[N:38][CH:39]=[CH:40][CH:41]=1.[C:42]([O-:45])([O-])=[O:43].[K+].[K+]. (2) The reactants are: [C:1]1([N:7]2[C:11]3[CH:12]=[CH:13][CH:14]=[CH:15][C:10]=3[N:9]=[C:8]2[C:16]2[CH:21]=[CH:20][C:19](B3OC(C)(C)C(C)(C)O3)=[CH:18][N:17]=2)[CH:6]=[CH:5][CH:4]=[CH:3][CH:2]=1.I[C:32]1[CH:37]=[CH:36][C:35]([Br:38])=[CH:34][N:33]=1.C([O-])([O-])=O.[K+].[K+]. Given the product [Br:38][C:35]1[CH:36]=[CH:37][C:32]([C:19]2[CH:18]=[N:17][C:16]([C:8]3[N:7]([C:1]4[CH:2]=[CH:3][CH:4]=[CH:5][CH:6]=4)[C:11]4[CH:12]=[CH:13][CH:14]=[CH:15][C:10]=4[N:9]=3)=[CH:21][CH:20]=2)=[N:33][CH:34]=1, predict the reactants needed to synthesize it. (3) Given the product [NH2:32][C:11]1[N:10]([CH3:14])[C:9](=[O:15])[C:8]([C:4]2[CH:5]=[CH:6][CH:7]=[C:2]([Br:1])[CH:3]=2)([C:16]2[CH:25]=[CH:24][C:19]3[O:20][CH2:21][CH2:22][O:23][C:18]=3[CH:17]=2)[N:12]=1, predict the reactants needed to synthesize it. The reactants are: [Br:1][C:2]1[CH:3]=[C:4]([C:8]2([C:16]3[CH:25]=[CH:24][C:19]4[O:20][CH2:21][CH2:22][O:23][C:18]=4[CH:17]=3)[NH:12][C:11](=S)[N:10]([CH3:14])[C:9]2=[O:15])[CH:5]=[CH:6][CH:7]=1.C(OO)(C)(C)C.[NH3:32]. (4) Given the product [OH:18][C@H:17]([C@H:26]1[CH2:30][C@@H:29]([S:31]([CH2:34][CH2:35][CH3:36])(=[O:33])=[O:32])[CH2:28][NH:27]1)[C@@H:16]([NH:15][C:13](=[O:14])[C:67]1[CH:71]=[C:72]([C:74]2[O:75][CH:76]=[CH:77][N:78]=2)[CH:73]=[C:65]([C:63]([N:62]([CH2:59][CH2:60][CH3:61])[CH2:79][CH2:80][CH3:81])=[O:64])[CH:66]=1)[CH2:44][C:45]1[CH:46]=[CH:47][CH:48]=[CH:49][CH:50]=1, predict the reactants needed to synthesize it. The reactants are: C(NC1C=C(C=C(C2OC=CN=2)C=1)[C:13]([NH:15][C@@H:16]([CH2:44][C:45]1[CH:50]=[CH:49][CH:48]=[CH:47][CH:46]=1)[C@@H:17]([C@H:26]1[CH2:30][C@@H:29]([S:31]([CH2:34][CH2:35][CH3:36])(=[O:33])=[O:32])[CH2:28][N:27]1C(OC(C)(C)C)=O)[O:18][Si](C(C)(C)C)(C)C)=[O:14])(=O)C1C=CC=CC=1.[CH2:59]([N:62]([CH2:79][CH2:80][CH3:81])[C:63]([C:65]1[CH:66]=[C:67]([CH:71]=[C:72]([C:74]2[O:75][CH:76]=[CH:77][N:78]=2)[CH:73]=1)C(O)=O)=[O:64])[CH2:60][CH3:61].CN(C(ON1N=NC2C=CC=NC1=2)=[N+](C)C)C.F[P-](F)(F)(F)(F)F.CCN(C(C)C)C(C)C. (5) The reactants are: [C:1]1([CH3:9])[CH:6]=[CH:5][C:4]([CH:7]=[O:8])=[CH:3][CH:2]=1.[F:10][C:11]([Si](C)(C)C)([F:13])[F:12].[F-].C([N+](CCCC)(CCCC)CCCC)CCC. Given the product [F:10][C:11]([F:13])([F:12])[CH:7]([C:4]1[CH:5]=[CH:6][C:1]([CH3:9])=[CH:2][CH:3]=1)[OH:8], predict the reactants needed to synthesize it. (6) Given the product [Cl:1][C:2]1[CH:3]=[C:4]([NH:5][C:35]([NH:44][C:45]2[S:46][C:47]([CH3:51])=[C:48]([CH3:50])[N:49]=2)=[O:41])[CH:6]=[CH:7][C:8]=1[O:9][C:10]1[C:19]2[C:14](=[CH:15][C:16]([O:22][CH3:23])=[C:17]([O:20][CH3:21])[CH:18]=2)[N:13]=[CH:12][N:11]=1, predict the reactants needed to synthesize it. The reactants are: [Cl:1][C:2]1[CH:3]=[C:4]([CH:6]=[CH:7][C:8]=1[O:9][C:10]1[C:19]2[C:14](=[CH:15][C:16]([O:22][CH3:23])=[C:17]([O:20][CH3:21])[CH:18]=2)[N:13]=[CH:12][N:11]=1)[NH2:5].C(N(CC)CC)C.ClC(Cl)(O[C:35](=[O:41])OC(Cl)(Cl)Cl)Cl.Cl.[NH2:44][C:45]1[S:46][C:47]([CH3:51])=[C:48]([CH3:50])[N:49]=1. (7) Given the product [CH3:19][N:20]([CH3:30])[C:21]1[CH:26]=[C:25]([C:2]2[S:6][C:5]([C:7]([N:9]([C:11]3[CH:16]=[CH:15][CH:14]=[C:13]([O:17][CH3:18])[CH:12]=3)[CH3:10])=[O:8])=[CH:4][CH:3]=2)[CH:24]=[CH:23][CH:22]=1, predict the reactants needed to synthesize it. The reactants are: Br[C:2]1[S:6][C:5]([C:7]([N:9]([C:11]2[CH:16]=[CH:15][CH:14]=[C:13]([O:17][CH3:18])[CH:12]=2)[CH3:10])=[O:8])=[CH:4][CH:3]=1.[CH3:19][N:20]([CH3:30])[C:21]1[CH:22]=[C:23](B(O)O)[CH:24]=[CH:25][CH:26]=1. (8) Given the product [Br:13][C:14]1[C:15]([F:24])=[CH:16][C:17]([CH:23]=[CH:5][N:6]([CH3:7])[CH3:8])=[C:18]([N+:20]([O-:22])=[O:21])[CH:19]=1, predict the reactants needed to synthesize it. The reactants are: C(O[CH:5](OC(C)C)[N:6]([CH3:8])[CH3:7])(C)C.[Br:13][C:14]1[CH:19]=[C:18]([N+:20]([O-:22])=[O:21])[C:17]([CH3:23])=[CH:16][C:15]=1[F:24]. (9) Given the product [CH2:9]([O:8][C:6]1[CH:7]=[C:2]([O:28][C:21]2[C:22]([F:27])=[CH:23][C:24]([F:26])=[CH:25][C:20]=2[Cl:19])[N:3]=[CH:4][N:5]=1)[C:10]#[C:11][CH3:12], predict the reactants needed to synthesize it. The reactants are: Cl[C:2]1[CH:7]=[C:6]([O:8][CH2:9][C:10]#[C:11][CH3:12])[N:5]=[CH:4][N:3]=1.C(=O)([O-])[O-].[K+].[K+].[Cl:19][C:20]1[CH:25]=[C:24]([F:26])[CH:23]=[C:22]([F:27])[C:21]=1[OH:28].[Cl-].[NH4+].